This data is from Full USPTO retrosynthesis dataset with 1.9M reactions from patents (1976-2016). The task is: Predict the reactants needed to synthesize the given product. (1) Given the product [OH:5][CH2:6][C:7]1[CH:12]=[CH:11][CH:10]=[CH:9][C:8]=1[N:13]([CH3:14])[S:15]([CH3:18])(=[O:17])=[O:16], predict the reactants needed to synthesize it. The reactants are: [BH4-].[Li+].C([O:5][C:6](=O)[C:7]1[CH:12]=[CH:11][CH:10]=[CH:9][C:8]=1[N:13]([S:15]([CH3:18])(=[O:17])=[O:16])[CH3:14])C.[Cl-].[NH4+].S([O-])([O-])(=O)=O.[Na+].[Na+].[Al]. (2) Given the product [ClH:67].[CH2:1]([C:3]1([C:12]2[CH:13]=[C:14]([CH:49]=[CH:50][CH:51]=2)[O:15][C:16]2[CH:23]=[C:22]([CH2:24][C:25]3[NH:26][CH:27]=[N:28][CH:29]=3)[CH:21]=[CH:20][C:17]=2[C:18]#[N:19])[CH2:9][CH2:8][CH2:7][CH2:6][N:5]([CH3:10])[C:4]1=[O:11])[CH3:2], predict the reactants needed to synthesize it. The reactants are: [CH2:1]([C:3]1([C:12]2[CH:13]=[C:14]([CH:49]=[CH:50][CH:51]=2)[O:15][C:16]2[CH:23]=[C:22]([CH2:24][C:25]3[N:26]=[CH:27][N:28](C(C4C=CC=CC=4)(C4C=CC=CC=4)C4C=CC=CC=4)[CH:29]=3)[CH:21]=[CH:20][C:17]=2[C:18]#[N:19])[CH2:9][CH2:8][CH2:7][CH2:6][N:5]([CH3:10])[C:4]1=[O:11])[CH3:2].C([SiH](CC)CC)C.C(O)(C(F)(F)F)=O.C(Cl)[Cl:67]. (3) Given the product [C:15]1([N:12]2[CH:13]=[C:9]([B:4]3[O:5][C:6]([CH3:7])([CH3:8])[C:2]([CH3:14])([CH3:1])[O:3]3)[CH:10]=[N:11]2)[CH:20]=[CH:19][CH:18]=[CH:17][CH:16]=1, predict the reactants needed to synthesize it. The reactants are: [CH3:1][C:2]1([CH3:14])[C:6]([CH3:8])([CH3:7])[O:5][B:4]([C:9]2[CH:10]=[N:11][NH:12][CH:13]=2)[O:3]1.[C:15]1(B(O)O)[CH:20]=[CH:19][CH:18]=[CH:17][CH:16]=1.CN(C=O)C.N1C=CC=CC=1.